This data is from Reaction yield outcomes from USPTO patents with 853,638 reactions. The task is: Predict the reaction yield, written as a fraction of the theoretical maximum amount of product (1.0 means a 100% yield; for example, 0.34 means a 34% yield). The reactants are [O:1]1[CH:5]=[CH:4][CH:3]=[C:2]1[C:6]1[NH:10][N:9]=[C:8]([NH2:11])[CH:7]=1.[Cl:12][C:13]1[N:18]=[C:17](Cl)[CH:16]=[CH:15][N:14]=1.CC([O-])=O.[K+]. The catalyst is C1COCC1.O. The product is [Cl:12][C:13]1[N:18]=[C:17]([NH:11][C:8]2[CH:7]=[C:6]([C:2]3[O:1][CH:5]=[CH:4][CH:3]=3)[NH:10][N:9]=2)[CH:16]=[CH:15][N:14]=1. The yield is 0.554.